Dataset: Reaction yield outcomes from USPTO patents with 853,638 reactions. Task: Predict the reaction yield, written as a fraction of the theoretical maximum amount of product (1.0 means a 100% yield; for example, 0.34 means a 34% yield). The reactants are [Li+].[CH3:2][CH:3]([N-:5][CH:6]([CH3:8])[CH3:7])[CH3:4].[CH:9]1([C:14]([O-:16])=[O:15])[CH2:13][CH2:12][CH:11]=[CH:10]1.[CH2:17](I)[CH3:18].[NH4+].[Cl-].O1CCC[CH2:23]1. No catalyst specified. The product is [CH3:2][C:3]1[N:5]([C@H:12]2[CH2:13][C@@:9]([CH2:17][CH3:18])([C:14]([O:16][CH3:23])=[O:15])[CH:10]=[CH:11]2)[C:6]([CH3:8])=[CH:7][CH:4]=1. The yield is 0.820.